This data is from Reaction yield outcomes from USPTO patents with 853,638 reactions. The task is: Predict the reaction yield, written as a fraction of the theoretical maximum amount of product (1.0 means a 100% yield; for example, 0.34 means a 34% yield). (1) The reactants are [Br:1][C:2]1[C:3]([CH3:7])=[N:4][NH:5][CH:6]=1.[H-].[Na+].[CH2:10](Br)[C:11]1[CH:16]=[CH:15][CH:14]=[CH:13][CH:12]=1. The catalyst is CN(C)C=O. The product is [CH2:10]([N:5]1[CH:6]=[C:2]([Br:1])[C:3]([CH3:7])=[N:4]1)[C:11]1[CH:16]=[CH:15][CH:14]=[CH:13][CH:12]=1. The yield is 0.800. (2) The reactants are C([O:3][C:4](=[O:41])[C:5]([NH:33]C(OC(C)(C)C)=O)([CH2:19][CH2:20][N:21]1[CH2:26][CH2:25][N:24]([C:27]2[N:32]=[CH:31][CH:30]=[CH:29][N:28]=2)[CH2:23][CH2:22]1)[CH2:6][CH2:7][CH2:8][CH2:9][B:10]1[O:14]C(C)(C)C(C)(C)[O:11]1)C.[ClH:42]. The catalyst is O. The product is [ClH:42].[ClH:42].[ClH:42].[NH2:33][C:5]([CH2:19][CH2:20][N:21]1[CH2:22][CH2:23][N:24]([C:27]2[N:28]=[CH:29][CH:30]=[CH:31][N:32]=2)[CH2:25][CH2:26]1)([CH2:6][CH2:7][CH2:8][CH2:9][B:10]([OH:11])[OH:14])[C:4]([OH:41])=[O:3]. The yield is 0.830. (3) The reactants are [Cl:1][C:2]1[CH:21]=[CH:20][C:5]([O:6][C:7]2[CH:19]=[CH:18][C:10]([O:11][CH2:12][C@@H:13]3[CH2:17][CH2:16][CH2:15][NH:14]3)=[CH:9][CH:8]=2)=[CH:4][CH:3]=1.Br[CH2:23][CH2:24][CH2:25][N:26]1[C:30](=[O:31])[C:29]2=[CH:32][CH:33]=[CH:34][CH:35]=[C:28]2[C:27]1=[O:36].C(=O)([O-])[O-].[K+].[K+]. The catalyst is CN(C=O)C. The product is [Cl:1][C:2]1[CH:21]=[CH:20][C:5]([O:6][C:7]2[CH:19]=[CH:18][C:10]([O:11][CH2:12][C@@H:13]3[CH2:17][CH2:16][CH2:15][N:14]3[CH2:23][CH2:24][CH2:25][N:26]3[C:30](=[O:31])[C:29]4[C:28](=[CH:35][CH:34]=[CH:33][CH:32]=4)[C:27]3=[O:36])=[CH:9][CH:8]=2)=[CH:4][CH:3]=1. The yield is 0.610. (4) The reactants are C([NH:9][C:10]1[N:15]=[CH:14][N:13]=[C:12]2[N:16]([C@@H:19]3[O:23][C@H:22](/[CH:24]=[CH:25]/[P:26](=[O:29])([OH:28])[OH:27])[C@@H:21]([OH:30])[C@H:20]3[OH:31])[N:17]=[CH:18][C:11]=12)(=O)C1C=CC=CC=1.[NH4+].[OH-]. No catalyst specified. The product is [NH2:9][C:10]1[N:15]=[CH:14][N:13]=[C:12]2[N:16]([C@@H:19]3[O:23][C@H:22](/[CH:24]=[CH:25]/[P:26](=[O:27])([OH:28])[OH:29])[C@@H:21]([OH:30])[C@H:20]3[OH:31])[N:17]=[CH:18][C:11]=12. The yield is 0.470. (5) The reactants are [C:1]([C:5]1[CH:9]=[C:8]([NH:10][C:11](=[O:36])[NH:12][C:13]2[C:22]3[C:17](=[CH:18][CH:19]=[CH:20][CH:21]=3)[C:16]([O:23][CH2:24][C:25]3[CH:30]=[CH:29][N:28]=[C:27]([NH:31][C:32](=[O:35])[CH2:33]Cl)[CH:26]=3)=[CH:15][CH:14]=2)[N:7]([C:37]2[CH:42]=[CH:41][C:40]([CH3:43])=[CH:39][CH:38]=2)[N:6]=1)([CH3:4])([CH3:3])[CH3:2].CCN(C(C)C)C(C)C.[CH3:53][O:54][CH2:55][CH2:56][NH2:57]. The catalyst is C(Cl)Cl.CN(C=O)C. The product is [C:1]([C:5]1[CH:9]=[C:8]([NH:10][C:11](=[O:36])[NH:12][C:13]2[C:22]3[C:17](=[CH:18][CH:19]=[CH:20][CH:21]=3)[C:16]([O:23][CH2:24][C:25]3[CH:30]=[CH:29][N:28]=[C:27]([NH:31][C:32](=[O:35])[CH2:33][NH:57][CH2:56][CH2:55][O:54][CH3:53])[CH:26]=3)=[CH:15][CH:14]=2)[N:7]([C:37]2[CH:42]=[CH:41][C:40]([CH3:43])=[CH:39][CH:38]=2)[N:6]=1)([CH3:4])([CH3:3])[CH3:2]. The yield is 0.110.